From a dataset of Reaction yield outcomes from USPTO patents with 853,638 reactions. Predict the reaction yield, written as a fraction of the theoretical maximum amount of product (1.0 means a 100% yield; for example, 0.34 means a 34% yield). (1) The reactants are [C:1]([O:5][C:6]([N:8]1[CH2:13][CH:12]=[C:11]([C:14]2[CH:19]=[CH:18][C:17]([N+:20]([O-])=O)=[CH:16][N:15]=2)[CH2:10][CH2:9]1)=[O:7])([CH3:4])([CH3:3])[CH3:2]. The catalyst is CO.[Pd]. The product is [C:1]([O:5][C:6]([N:8]1[CH2:9][CH2:10][CH:11]([C:14]2[CH:19]=[CH:18][C:17]([NH2:20])=[CH:16][N:15]=2)[CH2:12][CH2:13]1)=[O:7])([CH3:4])([CH3:2])[CH3:3]. The yield is 1.07. (2) The reactants are [Cl:1][C:2]1[C:11]2[C:6](=[C:7]([Cl:12])[CH:8]=[CH:9][CH:10]=2)[C:5]([O:13]C)=[CH:4][N:3]=1.B(Br)(Br)Br. The catalyst is C(Cl)Cl. The product is [Cl:1][C:2]1[C:11]2[C:6](=[C:7]([Cl:12])[CH:8]=[CH:9][CH:10]=2)[C:5]([OH:13])=[CH:4][N:3]=1. The yield is 0.622.